From a dataset of Drug-target binding data from BindingDB using IC50 measurements. Regression. Given a target protein amino acid sequence and a drug SMILES string, predict the binding affinity score between them. We predict pIC50 (pIC50 = -log10(IC50 in M); higher means more potent). Dataset: bindingdb_ic50. The compound is CCC[C@@H]1CC(=NOCc2ccccc2)C[C@@]2(O1)C(=O)Nc1ccccc12. The target protein (O77760) has sequence MVGEEKMSLRNRLSKSRENPEEDEDQRKPAKESLEAPSNGRIDIKQLIAKKIKLTAEAEELKPFFMKEVGSHFDDFVTNLIEKSASLDNGGCALTTFSILEGEKNNHRAKDLRAPPEQGKIFIARRSLLDELLEVDHIRTIYHMFIALLILFILSTLVVDYIDEGRLVLEFSLLSYAFGKFPTVVWTWWIMFLSTFSVPYFLFQRWATGYSKSSHPLINSLFHGFLFMVFQIGILGFGPTYVVLAYTLPPASRFIIIFEQIRFVMKAHSFVRENVPRVLNSAKEKSSTVPIPTVNQYLYFLFAPTLIYRDSYPRNPTVRWGYVAMQFAQVFGCFFYVYYIFERLCAPLFRNIKQEPFSARVLVLCVFNSILPGVLILFLTFFAFLHCWLNAFAEMLRFGDRMFYKDWWNSTSYSNYYRTWNVVVHDWLYYYAYKDFLWFFSKRFKSAAMLAVFAVSAVVHEYALAVCLSFFYPVLFVLFMFFGMAFNFIVNDSRKKPIWN.... The pIC50 is 5.0.